This data is from Full USPTO retrosynthesis dataset with 1.9M reactions from patents (1976-2016). The task is: Predict the reactants needed to synthesize the given product. (1) Given the product [Cl:18][C:4]1[CH:3]=[C:2]([NH:1][C:35]2[C:36]3[N:28]([CH2:27][CH2:26][NH:25][C:24](=[O:38])[CH2:48][C:47]([OH:46])([CH3:53])[CH3:52])[CH:29]=[CH:30][C:31]=3[N:32]=[CH:33][N:34]=2)[CH:17]=[CH:16][C:5]=1[O:6][C:7]1[CH:15]=[CH:14][CH:13]=[C:9]([N:10]([CH3:11])[CH3:12])[CH:8]=1, predict the reactants needed to synthesize it. The reactants are: [NH2:1][C:2]1[CH:17]=[CH:16][C:5]([O:6][C:7]2[CH:8]=[C:9]([CH:13]=[CH:14][CH:15]=2)[N:10]([CH3:12])[CH3:11])=[C:4]([Cl:18])[CH:3]=1.C(O[C:24](=[O:38])[NH:25][CH2:26][CH2:27][N:28]1[C:36]2[C:35](Cl)=[N:34][CH:33]=[N:32][C:31]=2[CH:30]=[CH:29]1)(C)(C)C.Cl.C(OCC)(=O)C.[OH:46][C:47]([CH3:53])([CH3:52])[CH2:48]C(O)=O.Cl.C(N=C=NCCCN(C)C)C.ON1C2C=CC=CC=2N=N1. (2) Given the product [F:30][C:24]1[CH:25]=[CH:26][CH:27]=[C:28]([F:29])[C:23]=1[NH:22][C:20](=[O:21])[C:19]1[CH:31]=[CH:32][CH:33]=[C:17]([C:9]2[N:10]=[C:11]3[CH:16]=[CH:15][CH:14]=[CH:13][N:12]3[C:8]=2[C:6]2[CH:5]=[CH:4][N:3]=[C:2]([NH:53][C:52]3[CH:54]=[C:55]([O:56][CH3:57])[C:49]([N:46]4[CH2:45][CH2:44][CH:43]([N:40]5[CH2:39][CH2:38][N:37]([CH2:36][CH2:35][F:34])[CH2:42][CH2:41]5)[CH2:48][CH2:47]4)=[CH:50][C:51]=3[O:58][CH3:59])[N:7]=2)[CH:18]=1, predict the reactants needed to synthesize it. The reactants are: Cl[C:2]1[N:7]=[C:6]([C:8]2[N:12]3[CH:13]=[CH:14][CH:15]=[CH:16][C:11]3=[N:10][C:9]=2[C:17]2[CH:18]=[C:19]([CH:31]=[CH:32][CH:33]=2)[C:20]([NH:22][C:23]2[C:28]([F:29])=[CH:27][CH:26]=[CH:25][C:24]=2[F:30])=[O:21])[CH:5]=[CH:4][N:3]=1.[F:34][CH2:35][CH2:36][N:37]1[CH2:42][CH2:41][N:40]([CH:43]2[CH2:48][CH2:47][N:46]([C:49]3[C:55]([O:56][CH3:57])=[CH:54][C:52]([NH2:53])=[C:51]([O:58][CH3:59])[CH:50]=3)[CH2:45][CH2:44]2)[CH2:39][CH2:38]1.N. (3) Given the product [CH3:28][NH:23][C:22]1[CH:21]=[CH:20][C:19]([O:18][C:17]2[CH:26]=[CH:27][C:14]([C:12]3[N:13]=[C:9]([CH2:8][O:1][C:2]4[CH:7]=[CH:6][CH:5]=[CH:4][CH:3]=4)[NH:10][CH:11]=3)=[CH:15][CH:16]=2)=[CH:25][CH:24]=1, predict the reactants needed to synthesize it. The reactants are: [O:1]([CH2:8][C:9]1[NH:10][CH:11]=[C:12]([C:14]2[CH:27]=[CH:26][C:17]([O:18][C:19]3[CH:25]=[CH:24][C:22]([NH2:23])=[CH:21][CH:20]=3)=[CH:16][CH:15]=2)[N:13]=1)[C:2]1[CH:7]=[CH:6][CH:5]=[CH:4][CH:3]=1.[CH2:28](N(CC)CC)C.C(OC(=O)C)(=O)C.C(OCC)(=O)C. (4) Given the product [C:2]([C:4]1[N:9]=[CH:8][C:7]([C:10]2[C:22]3[C:21]4[C:16](=[CH:17][CH:18]=[CH:19][CH:20]=4)[N:15]([C:23]4[CH:35]=[CH:34][C:26]([C:27]([OH:29])=[O:28])=[C:25]([NH:36][CH2:37][CH2:38][C:39]([OH:42])([CH3:40])[CH3:41])[CH:24]=4)[C:14]=3[CH:13]=[CH:12][CH:11]=2)=[CH:6][CH:5]=1)#[N:3], predict the reactants needed to synthesize it. The reactants are: Cl.[C:2]([C:4]1[N:9]=[CH:8][C:7]([C:10]2[C:22]3[C:21]4[C:16](=[CH:17][CH:18]=[CH:19][CH:20]=4)[N:15]([C:23]4[CH:35]=[CH:34][C:26]([C:27]([O:29]C(C)(C)C)=[O:28])=[C:25]([NH:36][CH2:37][CH2:38][C:39]([OH:42])([CH3:41])[CH3:40])[CH:24]=4)[C:14]=3[CH:13]=[CH:12][CH:11]=2)=[CH:6][CH:5]=1)#[N:3]. (5) Given the product [CH2:1]([O:8][C:9]1[CH:17]=[CH:16][C:12]([C:13]2[N:51]=[C:50]3[CH:20]=[C:19]([C:18]([O:25][CH2:26][CH3:37])=[O:41])[CH:24]=[CH:23][N:49]3[C:48]=2[CH:47]2[CH2:46][CH2:61][CH2:60][CH2:59][CH2:64]2)=[CH:11][CH:10]=1)[C:2]1[CH:7]=[CH:6][CH:5]=[CH:4][CH:3]=1, predict the reactants needed to synthesize it. The reactants are: [CH2:1]([O:8][C:9]1[CH:17]=[CH:16][C:12]([C:13](O)=O)=[CH:11][CH:10]=1)[C:2]1[CH:7]=[CH:6][CH:5]=[CH:4][CH:3]=1.[CH2:18]([O:25][C:26]1[CH:37]=CC(C(N(OC)C)=O)=CC=1)[C:19]1[CH:24]=[CH:23]C=C[CH:20]=1.Cl.CN[O:41]C.Cl.CN(C)[CH2:46][CH2:47][CH2:48][N:49]=[C:50]=[N:51]CC.ON1[C:60]2[CH:61]=CC=[CH:64][C:59]=2N=N1. (6) The reactants are: [N+:1]([C:4]1[CH:5]=[N:6][C:7]([NH2:10])=[N:8][CH:9]=1)([O-:3])=[O:2].Br[C:12]1[CH:17]=[CH:16][C:15]([O:18][CH3:19])=[CH:14][CH:13]=1.C(=O)([O-])[O-].[Cs+].[Cs+].C1(P(C2C=CC=CC=2)C2C3OC4C(=CC=CC=4P(C4C=CC=CC=4)C4C=CC=CC=4)C(C)(C)C=3C=CC=2)C=CC=CC=1. Given the product [CH3:19][O:18][C:15]1[CH:16]=[CH:17][C:12]([NH:10][C:7]2[N:8]=[CH:9][C:4]([N+:1]([O-:3])=[O:2])=[CH:5][N:6]=2)=[CH:13][CH:14]=1, predict the reactants needed to synthesize it. (7) Given the product [ClH:1].[N:21]1[CH:26]=[CH:25][CH:24]=[C:23]([C:27]2[S:31][C:30]([S:32][CH2:2][CH2:3][CH2:4][N:5]3[CH2:10][C@H:9]4[C@:7]([C:11]5[CH:16]=[CH:15][C:14]([C:17]([F:20])([F:19])[F:18])=[CH:13][CH:12]=5)([CH2:8]4)[CH2:6]3)=[N:29][CH:28]=2)[CH:22]=1, predict the reactants needed to synthesize it. The reactants are: [Cl:1][CH2:2][CH2:3][CH2:4][N:5]1[CH2:10][C@H:9]2[C@:7]([C:11]3[CH:16]=[CH:15][C:14]([C:17]([F:20])([F:19])[F:18])=[CH:13][CH:12]=3)([CH2:8]2)[CH2:6]1.[N:21]1[CH:26]=[CH:25][CH:24]=[C:23]([C:27]2[S:31][C:30](=[S:32])[NH:29][CH:28]=2)[CH:22]=1. (8) The reactants are: [CH3:1][N:2]1[C:7](=[O:8])[CH:6]=[CH:5][C:4]([C:9](=[O:28])[CH2:10][CH:11]([C:19]2[CH:27]=[CH:26][C:22]([C:23](O)=[O:24])=[CH:21][CH:20]=2)[C:12]2[CH:17]=[CH:16][CH:15]=[CH:14][C:13]=2[CH3:18])=[CH:3]1.[CH2:29]([O:31][C:32](=[O:40])[CH2:33][CH:34]1[CH2:39][CH2:38][NH:37][CH2:36][CH2:35]1)[CH3:30].CN([P+](ON1N=NC2C=CC=CC1=2)(N(C)C)N(C)C)C.F[P-](F)(F)(F)(F)F. Given the product [CH2:29]([O:31][C:32](=[O:40])[CH2:33][CH:34]1[CH2:39][CH2:38][N:37]([C:23](=[O:24])[C:22]2[CH:26]=[CH:27][C:19]([CH:11]([C:12]3[CH:17]=[CH:16][CH:15]=[CH:14][C:13]=3[CH3:18])[CH2:10][C:9]([C:4]3[CH:5]=[CH:6][C:7](=[O:8])[N:2]([CH3:1])[CH:3]=3)=[O:28])=[CH:20][CH:21]=2)[CH2:36][CH2:35]1)[CH3:30], predict the reactants needed to synthesize it. (9) Given the product [CH2:11]([N:14]([CH2:15][CH3:16])[C:8]([C:4]1[CH:3]=[C:2]([I:1])[CH:7]=[CH:6][N:5]=1)=[O:10])[CH3:12], predict the reactants needed to synthesize it. The reactants are: [I:1][C:2]1[CH:7]=[CH:6][N:5]=[C:4]([C:8]([OH:10])=O)[CH:3]=1.[CH:11]([N:14](CC)[CH:15](C)[CH3:16])(C)[CH3:12].CC(C)(C)C(Cl)=O.C(NCC)C. (10) Given the product [CH2:1]([O:8][C:9]1[CH:10]=[CH:11][C:12]([CH2:15][Cl:19])=[CH:13][N:14]=1)[C:2]1[CH:7]=[CH:6][CH:5]=[CH:4][CH:3]=1, predict the reactants needed to synthesize it. The reactants are: [CH2:1]([O:8][C:9]1[N:14]=[CH:13][C:12]([CH2:15]O)=[CH:11][CH:10]=1)[C:2]1[CH:7]=[CH:6][CH:5]=[CH:4][CH:3]=1.S(Cl)([Cl:19])=O.C(=O)(O)[O-].[Na+].